This data is from Full USPTO retrosynthesis dataset with 1.9M reactions from patents (1976-2016). The task is: Predict the reactants needed to synthesize the given product. (1) Given the product [NH2:1][C:2]1[C:3]([Cl:15])=[CH:4][C:5]([C:9]([C:20]2[CH:21]=[CH:22][C:17]([Cl:16])=[CH:18][CH:19]=2)([OH:14])[C:10]([F:13])([F:11])[F:12])=[CH:6][C:7]=1[Cl:8], predict the reactants needed to synthesize it. The reactants are: [NH2:1][C:2]1[C:7]([Cl:8])=[CH:6][C:5]([C:9](=[O:14])[C:10]([F:13])([F:12])[F:11])=[CH:4][C:3]=1[Cl:15].[Cl:16][C:17]1[CH:22]=[CH:21][C:20]([Mg]Br)=[CH:19][CH:18]=1.[Cl-].[NH4+]. (2) Given the product [O:4]1[C:8]2=[C:9]([N:13]3[CH2:18][CH2:17][N:16]([CH2:19][CH2:20][C@H:21]4[CH2:26][CH2:25][C@H:24]([NH:27][C:38](=[O:39])[C:37]5[CH:36]=[CH:35][C:34]([C:30]6[CH:29]=[N:28][CH:33]=[CH:32][CH:31]=6)=[CH:42][CH:41]=5)[CH2:23][CH2:22]4)[CH2:15][CH2:14]3)[N:10]=[CH:11][CH:12]=[C:7]2[CH2:6][CH2:5]1, predict the reactants needed to synthesize it. The reactants are: Cl.Cl.Cl.[O:4]1[C:8]2=[C:9]([N:13]3[CH2:18][CH2:17][N:16]([CH2:19][CH2:20][C@H:21]4[CH2:26][CH2:25][C@H:24]([NH2:27])[CH2:23][CH2:22]4)[CH2:15][CH2:14]3)[N:10]=[CH:11][CH:12]=[C:7]2[CH2:6][CH2:5]1.[N:28]1[CH:33]=[CH:32][CH:31]=[C:30]([C:34]2[CH:42]=[CH:41][C:37]([C:38](O)=[O:39])=[CH:36][CH:35]=2)[CH:29]=1. (3) The reactants are: C[Si]([C:5]#[C:6][C:7]1[CH:16]=[CH:15][C:10]([C:11]([O:13][CH3:14])=[O:12])=[CH:9][N:8]=1)(C)C.CCCC[N+](CCCC)(CCCC)CCCC.[F-]. Given the product [C:6]([C:7]1[N:8]=[CH:9][C:10]([C:11]([O:13][CH3:14])=[O:12])=[CH:15][CH:16]=1)#[CH:5], predict the reactants needed to synthesize it.